This data is from Reaction yield outcomes from USPTO patents with 853,638 reactions. The task is: Predict the reaction yield, written as a fraction of the theoretical maximum amount of product (1.0 means a 100% yield; for example, 0.34 means a 34% yield). The reactants are [F:1][C:2]1[CH:11]=[CH:10][CH:9]=[C:8]2[C:3]=1[C:4]([NH:12][C:13]1[CH:14]=[C:15]3[C:19](=[CH:20][CH:21]=1)[NH:18][CH:17]=[CH:16]3)=[N:5][CH:6]=[N:7]2.Cl.[N:23]1[CH:28]=[CH:27][CH:26]=[CH:25][C:24]=1[CH2:29]Cl.[H-].[Na+]. The catalyst is CN(C=O)C. The product is [F:1][C:2]1[CH:11]=[CH:10][CH:9]=[C:8]2[C:3]=1[C:4]([NH:12][C:13]1[CH:14]=[C:15]3[C:19](=[CH:20][CH:21]=1)[N:18]([CH2:29][C:24]1[CH:25]=[CH:26][CH:27]=[CH:28][N:23]=1)[CH:17]=[CH:16]3)=[N:5][CH:6]=[N:7]2. The yield is 0.240.